Regression. Given two drug SMILES strings and cell line genomic features, predict the synergy score measuring deviation from expected non-interaction effect. From a dataset of Merck oncology drug combination screen with 23,052 pairs across 39 cell lines. (1) Drug 1: O=S1(=O)NC2(CN1CC(F)(F)F)C1CCC2Cc2cc(C=CCN3CCC(C(F)(F)F)CC3)ccc2C1. Drug 2: NC(=O)c1cccc2cn(-c3ccc(C4CCCNC4)cc3)nc12. Cell line: COLO320DM. Synergy scores: synergy=14.1. (2) Drug 1: NC1(c2ccc(-c3nc4ccn5c(=O)[nH]nc5c4cc3-c3ccccc3)cc2)CCC1. Drug 2: COC1CC2CCC(C)C(O)(O2)C(=O)C(=O)N2CCCCC2C(=O)OC(C(C)CC2CCC(OP(C)(C)=O)C(OC)C2)CC(=O)C(C)C=C(C)C(O)C(OC)C(=O)C(C)CC(C)C=CC=CC=C1C. Cell line: A427. Synergy scores: synergy=53.0. (3) Drug 1: Cc1nc(Nc2ncc(C(=O)Nc3c(C)cccc3Cl)s2)cc(N2CCN(CCO)CC2)n1. Drug 2: COC1CC2CCC(C)C(O)(O2)C(=O)C(=O)N2CCCCC2C(=O)OC(C(C)CC2CCC(OP(C)(C)=O)C(OC)C2)CC(=O)C(C)C=C(C)C(O)C(OC)C(=O)C(C)CC(C)C=CC=CC=C1C. Cell line: ES2. Synergy scores: synergy=35.7. (4) Cell line: OCUBM. Drug 2: O=C(NOCC(O)CO)c1ccc(F)c(F)c1Nc1ccc(I)cc1F. Drug 1: N#Cc1ccc(Cn2cncc2CN2CCN(c3cccc(Cl)c3)C(=O)C2)cc1. Synergy scores: synergy=10.6. (5) Drug 1: CCC1(O)CC2CN(CCc3c([nH]c4ccccc34)C(C(=O)OC)(c3cc4c(cc3OC)N(C)C3C(O)(C(=O)OC)C(OC(C)=O)C5(CC)C=CCN6CCC43C65)C2)C1. Drug 2: COC1=C2CC(C)CC(OC)C(O)C(C)C=C(C)C(OC(N)=O)C(OC)C=CC=C(C)C(=O)NC(=CC1=O)C2=O. Cell line: NCIH1650. Synergy scores: synergy=-26.4.